From a dataset of Full USPTO retrosynthesis dataset with 1.9M reactions from patents (1976-2016). Predict the reactants needed to synthesize the given product. Given the product [C:15]([NH:14][CH:11]1[CH2:12][CH2:13][NH:8][CH2:9][C:10]1([CH3:20])[CH3:21])([O:17][CH2:18][CH3:19])=[O:16], predict the reactants needed to synthesize it. The reactants are: C([N:8]1[CH2:13][CH2:12][CH:11]([NH:14][C:15]([O:17][CH2:18][CH3:19])=[O:16])[C:10]([CH3:21])([CH3:20])[CH2:9]1)C1C=CC=CC=1.